Dataset: Full USPTO retrosynthesis dataset with 1.9M reactions from patents (1976-2016). Task: Predict the reactants needed to synthesize the given product. (1) Given the product [N:28]1([C:7]([C:6]2[CH:5]=[C:4]([CH:12]=[C:11]([C:13]([F:16])([F:15])[F:14])[CH:10]=2)[NH2:1])=[O:9])[CH2:33][CH2:32][O:31][CH2:30][CH2:29]1, predict the reactants needed to synthesize it. The reactants are: [N+:1]([C:4]1[CH:5]=[C:6]([CH:10]=[C:11]([C:13]([F:16])([F:15])[F:14])[CH:12]=1)[C:7]([OH:9])=O)([O-])=O.CN(C)C=O.C(Cl)(=O)C(Cl)=O.[NH:28]1[CH2:33][CH2:32][O:31][CH2:30][CH2:29]1. (2) The reactants are: [CH:1]([C:4]1[C:5]([O:17]COC)=[CH:6][C:7]([O:13]COC)=[C:8]([CH:12]=1)[C:9](O)=O)([CH3:3])[CH3:2].COC1C=CC([NH:29][NH:30][C:31](N)=[S:32])=CC=1.O.O[N:36]1[C:40]2[CH:41]=[CH:42][CH:43]=[CH:44][C:39]=2N=N1.CN(C)CCCN=C=NCC.[Cl-].[Na+].CN(C)[CH:60]=[O:61]. Given the product [OH:13][C:7]1[CH:6]=[C:5]([OH:17])[C:4]([CH:1]([CH3:2])[CH3:3])=[CH:12][C:8]=1[C:9]1[N:36]([C:40]2[CH:39]=[CH:44][C:43]([O:61][CH3:60])=[CH:42][CH:41]=2)[C:31](=[S:32])[NH:30][N:29]=1, predict the reactants needed to synthesize it. (3) Given the product [CH2:1]([N:8]1[C:20]2[CH:19]=[C:18]([C:21]([N:35]([O:36][CH3:37])[CH3:34])=[O:23])[CH:17]=[CH:16][C:15]=2[C:14]2[C:9]1=[CH:10][C:11]([C:26]1[C:27]([CH3:32])=[N:28][O:29][C:30]=1[CH3:31])=[CH:12][C:13]=2[C:24]#[N:25])[C:2]1[CH:7]=[CH:6][CH:5]=[CH:4][CH:3]=1, predict the reactants needed to synthesize it. The reactants are: [CH2:1]([N:8]1[C:20]2[CH:19]=[C:18]([C:21]([OH:23])=O)[CH:17]=[CH:16][C:15]=2[C:14]2[C:9]1=[CH:10][C:11]([C:26]1[C:27]([CH3:32])=[N:28][O:29][C:30]=1[CH3:31])=[CH:12][C:13]=2[C:24]#[N:25])[C:2]1[CH:7]=[CH:6][CH:5]=[CH:4][CH:3]=1.Cl.[CH3:34][NH:35][O:36][CH3:37].C(Cl)CCl.C1C=CC2N(O)N=NC=2C=1. (4) Given the product [CH:1]1([C:6]2([CH2:14][CH2:15][C:16]3[CH:21]=[CH:20][C:19]([CH:22]([F:24])[F:23])=[C:18]([F:25])[CH:17]=3)[O:11][C:10](=[O:12])[C:9]([CH2:27][C:28]3[N:29]=[C:30]4[S:37][CH:36]=[C:35]([CH3:38])[N:31]4[C:32](=[O:34])[CH:33]=3)=[C:8]([OH:13])[CH2:7]2)[CH2:5][CH2:4][CH2:3][CH2:2]1, predict the reactants needed to synthesize it. The reactants are: [CH:1]1([C:6]2([CH2:14][CH2:15][C:16]3[CH:21]=[CH:20][C:19]([CH:22]([F:24])[F:23])=[C:18]([F:25])[CH:17]=3)[O:11][C:10](=[O:12])[CH2:9][C:8](=[O:13])[CH2:7]2)[CH2:5][CH2:4][CH2:3][CH2:2]1.Cl[CH2:27][C:28]1[N:29]=[C:30]2[S:37][CH:36]=[C:35]([CH3:38])[N:31]2[C:32](=[O:34])[CH:33]=1.O.OC1N=CN=C2C=1NC(S)=N2. (5) Given the product [Cl:5][C:6]1[CH:20]=[C:19]([Cl:21])[CH:18]=[CH:17][C:7]=1[O:8][C:9]1[CH:14]=[CH:13][CH:12]=[CH:11][C:10]=1[CH2:15][Br:2], predict the reactants needed to synthesize it. The reactants are: P(Br)(Br)[Br:2].[Cl:5][C:6]1[CH:20]=[C:19]([Cl:21])[CH:18]=[CH:17][C:7]=1[O:8][C:9]1[CH:14]=[CH:13][CH:12]=[CH:11][C:10]=1[CH2:15]O.O. (6) Given the product [Br:30][C:23]1[C:24]2[C:29](=[CH:28][CH:27]=[CH:26][CH:25]=2)[C:20]([CH2:19][C@@H:15]2[CH2:16][CH2:10][N:9]([CH:8]3[CH2:1][CH2:2][CH2:7][CH2:6][CH2:12]3)[C:14]2=[O:31])=[CH:21][CH:22]=1, predict the reactants needed to synthesize it. The reactants are: [CH2:1]([CH:8]1[CH2:12]O[C:10](=O)[N:9]1[C:14](=[O:31])[CH:15]([CH2:19][C:20]1[C:29]2[C:24](=[CH:25][CH:26]=[CH:27][CH:28]=2)[C:23]([Br:30])=[CH:22][CH:21]=1)[CH2:16]C=O)[C:2]1[CH:7]=[CH:6]C=CC=1.C1(N)CCCCC1.[BH-](OC(C)=O)(OC(C)=O)OC(C)=O.[Na+].C(O)(=O)C.